Task: Regression. Given two drug SMILES strings and cell line genomic features, predict the synergy score measuring deviation from expected non-interaction effect.. Dataset: NCI-60 drug combinations with 297,098 pairs across 59 cell lines (1) Drug 1: C1CC(=O)NC(=O)C1N2CC3=C(C2=O)C=CC=C3N. Drug 2: C1=CN(C(=O)N=C1N)C2C(C(C(O2)CO)O)O.Cl. Cell line: CCRF-CEM. Synergy scores: CSS=61.0, Synergy_ZIP=-3.24, Synergy_Bliss=-3.36, Synergy_Loewe=-25.7, Synergy_HSA=0.374. (2) Drug 1: C1=CC(=C2C(=C1NCCNCCO)C(=O)C3=C(C=CC(=C3C2=O)O)O)NCCNCCO. Drug 2: CC1=C2C(C(=O)C3(C(CC4C(C3C(C(C2(C)C)(CC1OC(=O)C(C(C5=CC=CC=C5)NC(=O)C6=CC=CC=C6)O)O)OC(=O)C7=CC=CC=C7)(CO4)OC(=O)C)O)C)OC(=O)C. Cell line: SW-620. Synergy scores: CSS=52.8, Synergy_ZIP=2.77, Synergy_Bliss=2.91, Synergy_Loewe=3.84, Synergy_HSA=6.45. (3) Drug 1: C1CCN(CC1)CCOC2=CC=C(C=C2)C(=O)C3=C(SC4=C3C=CC(=C4)O)C5=CC=C(C=C5)O. Drug 2: CS(=O)(=O)CCNCC1=CC=C(O1)C2=CC3=C(C=C2)N=CN=C3NC4=CC(=C(C=C4)OCC5=CC(=CC=C5)F)Cl. Cell line: MALME-3M. Synergy scores: CSS=1.05, Synergy_ZIP=1.59, Synergy_Bliss=3.26, Synergy_Loewe=-1.95, Synergy_HSA=-1.09. (4) Cell line: DU-145. Drug 1: C1C(C(OC1N2C=NC3=C(N=C(N=C32)Cl)N)CO)O. Drug 2: C1C(C(OC1N2C=NC(=NC2=O)N)CO)O. Synergy scores: CSS=34.2, Synergy_ZIP=-5.23, Synergy_Bliss=2.05, Synergy_Loewe=7.00, Synergy_HSA=7.11.